From a dataset of Forward reaction prediction with 1.9M reactions from USPTO patents (1976-2016). Predict the product of the given reaction. (1) The product is: [CH3:1][C:2]1[CH2:7][CH2:6][CH2:5][C:4]([CH3:9])([CH3:8])[C:3]=1/[CH:10]=[CH:11]/[C:12](/[CH3:22])=[CH:13]/[CH:14]=[CH:15]/[C:16](/[CH3:21])=[CH:17]/[C:18]([Cl:24])=[O:19]. Given the reactants [CH3:1][C:2]1[CH2:7][CH2:6][CH2:5][C:4]([CH3:9])([CH3:8])[C:3]=1/[CH:10]=[CH:11]/[C:12](/[CH3:22])=[CH:13]/[CH:14]=[CH:15]/[C:16](/[CH3:21])=[CH:17]/[C:18](O)=[O:19].P(Cl)(Cl)[Cl:24], predict the reaction product. (2) Given the reactants C([N:8]1[CH2:12][CH:11]([CH3:13])[C:10]([CH2:26][C:27]([O:29][C:30]([CH3:33])([CH3:32])[CH3:31])=[O:28])([C:14]([O:16][CH2:17][C:18]2[CH:23]=[CH:22][C:21]([O:24][CH3:25])=[CH:20][CH:19]=2)=[O:15])[CH2:9]1)C1C=CC=CC=1.Cl[C:35]([O:37][CH2:38][C:39]1[CH:44]=[CH:43][CH:42]=[CH:41][CH:40]=1)=[O:36], predict the reaction product. The product is: [C:30]([O:29][C:27](=[O:28])[CH2:26][C:10]1([C:14]([O:16][CH2:17][C:18]2[CH:19]=[CH:20][C:21]([O:24][CH3:25])=[CH:22][CH:23]=2)=[O:15])[CH:11]([CH3:13])[CH2:12][N:8]([C:35]([O:37][CH2:38][C:39]2[CH:44]=[CH:43][CH:42]=[CH:41][CH:40]=2)=[O:36])[CH2:9]1)([CH3:33])([CH3:31])[CH3:32]. (3) Given the reactants [C:1]([OH:9])(=[O:8])[C:2]1[CH:7]=[CH:6][CH:5]=[CH:4][CH:3]=1.C(Cl)(=O)C(Cl)=O.[CH2:16]([N:18]([C@@H:26]1[CH2:30][CH2:29][N:28]([C:31]2[C:36]([CH2:37]O)=[CH:35][CH:34]=[CH:33][N:32]=2)[CH2:27]1)[C:19](=[O:25])[O:20][C:21]([CH3:24])([CH3:23])[CH3:22])[CH3:17].CCN(CC)CC, predict the reaction product. The product is: [C:1]([O:9][CH2:37][C:36]1[C:31]([N:28]2[CH2:29][CH2:30][C@@H:26]([N:18]([C:19]([O:20][C:21]([CH3:22])([CH3:24])[CH3:23])=[O:25])[CH2:16][CH3:17])[CH2:27]2)=[N:32][CH:33]=[CH:34][CH:35]=1)(=[O:8])[C:2]1[CH:7]=[CH:6][CH:5]=[CH:4][CH:3]=1. (4) Given the reactants [S:1]1[CH:5]=[CH:4][C:3]2[CH:6]=[C:7]([N:10]3[CH2:18][C:17]4[C:12](=[CH:13][C:14]([OH:19])=[CH:15][CH:16]=4)[C:11]3=[O:20])[CH:8]=[CH:9][C:2]1=2.[CH2:21](Br)[CH3:22], predict the reaction product. The product is: [S:1]1[CH:5]=[CH:4][C:3]2[CH:6]=[C:7]([N:10]3[CH2:18][C:17]4[C:12](=[CH:13][C:14]([O:19][CH2:21][CH3:22])=[CH:15][CH:16]=4)[C:11]3=[O:20])[CH:8]=[CH:9][C:2]1=2. (5) The product is: [C:10]1([C:7]2[CH:8]=[C:16]([C:17]([O:19][CH2:20][CH3:21])=[O:18])[NH:28][N:27]=2)[CH:15]=[CH:14][CH:13]=[CH:12][CH:11]=1. Given the reactants CC(C)([O-])C.[K+].[C:7]([C:10]1[CH:15]=[CH:14][CH:13]=[CH:12][CH:11]=1)(=O)[CH3:8].[C:16](OCC)(=O)[C:17]([O:19][CH2:20][CH3:21])=[O:18].O.[NH2:27][NH2:28], predict the reaction product. (6) Given the reactants Cl.C(N=C=NCCCN(C)C)C.[CH3:13][N:14]1[CH2:19][CH2:18][N:17]([C:20]2[S:21][CH:22]=[C:23]([C:25]3[CH:30]=[CH:29][C:28]([C:31]([NH:33][C:34]4([C:40]([OH:42])=O)[CH2:39][CH2:38][CH2:37][CH2:36][CH2:35]4)=[O:32])=[CH:27][CH:26]=3)[N:24]=2)[CH2:16][CH2:15]1, predict the reaction product. The product is: [CH3:13][N:14]1[CH2:15][CH2:16][N:17]([C:20]2[S:21][CH:22]=[C:23]([C:25]3[CH:30]=[CH:29][C:28]([C:31]4[O:32][C:40](=[O:42])[C:34]5([CH2:35][CH2:36][CH2:37][CH2:38][CH2:39]5)[N:33]=4)=[CH:27][CH:26]=3)[N:24]=2)[CH2:18][CH2:19]1. (7) Given the reactants [Br:1][C:2]1[CH:3]=[C:4]([CH:7]=O)[S:5][CH:6]=1.Cl.[C:10]([NH:14][C:15]([CH:17]1[CH2:22][CH2:21][NH:20][CH2:19][CH2:18]1)=[O:16])([CH3:13])([CH3:12])[CH3:11], predict the reaction product. The product is: [C:10]([NH:14][C:15]([CH:17]1[CH2:22][CH2:21][N:20]([CH2:7][C:4]2[S:5][CH:6]=[C:2]([Br:1])[CH:3]=2)[CH2:19][CH2:18]1)=[O:16])([CH3:13])([CH3:11])[CH3:12]. (8) Given the reactants [NH2:1][C:2]1[N:6]([CH2:7][CH2:8][OH:9])[N:5]=[CH:4][C:3]=1[CH:10]=[O:11].[C:12]1([C:18](Cl)([C:25]2[CH:30]=[CH:29][CH:28]=[CH:27][CH:26]=2)[C:19]2[CH:24]=[CH:23][CH:22]=[CH:21][CH:20]=2)[CH:17]=[CH:16][CH:15]=[CH:14][CH:13]=1, predict the reaction product. The product is: [NH2:1][C:2]1[N:6]([CH2:7][CH2:8][O:9][C:18]([C:12]2[CH:17]=[CH:16][CH:15]=[CH:14][CH:13]=2)([C:25]2[CH:26]=[CH:27][CH:28]=[CH:29][CH:30]=2)[C:19]2[CH:20]=[CH:21][CH:22]=[CH:23][CH:24]=2)[N:5]=[CH:4][C:3]=1[CH:10]=[O:11]. (9) Given the reactants [CH2:1]([O:8][C:9](=[O:16])[CH2:10][NH:11][CH2:12][CH2:13][CH2:14][OH:15])[C:2]1[CH:7]=[CH:6][CH:5]=[CH:4][CH:3]=1.[C:17]([O:28][C@H:29]([CH2:34][CH2:35][CH2:36][CH2:37][CH2:38][CH2:39][CH2:40][CH2:41][CH2:42][CH2:43][CH3:44])[CH2:30][C:31]([OH:33])=O)(=[O:27])[CH2:18][CH2:19][CH2:20][CH2:21][CH2:22][CH2:23][CH2:24][CH2:25][CH3:26].C(Cl)CCl.CI, predict the reaction product. The product is: [CH2:1]([O:8][C:9](=[O:16])[CH2:10][N:11]([CH2:12][CH2:13][CH2:14][OH:15])[C:31](=[O:33])[CH2:30][C@H:29]([O:28][C:17](=[O:27])[CH2:18][CH2:19][CH2:20][CH2:21][CH2:22][CH2:23][CH2:24][CH2:25][CH3:26])[CH2:34][CH2:35][CH2:36][CH2:37][CH2:38][CH2:39][CH2:40][CH2:41][CH2:42][CH2:43][CH3:44])[C:2]1[CH:7]=[CH:6][CH:5]=[CH:4][CH:3]=1. (10) The product is: [Br:1][C:2]1[CH:3]=[N:4][C:5]([C:12]2[CH2:13][CH2:14][O:9][CH2:10][CH:11]=2)=[N:6][CH:7]=1. Given the reactants [Br:1][C:2]1[CH:3]=[N:4][C:5](I)=[N:6][CH:7]=1.[O:9]1[CH2:14][CH:13]=[C:12](B2OC(C)(C)C(C)(C)O2)[CH2:11][CH2:10]1, predict the reaction product.